Dataset: Catalyst prediction with 721,799 reactions and 888 catalyst types from USPTO. Task: Predict which catalyst facilitates the given reaction. Reactant: [CH:1]1([N:7]2[C:11]([CH2:12][S:13][C:14]3[N:19]=[C:18]([OH:20])[CH:17]=[C:16]([CH3:21])[N:15]=3)=[CH:10][N:9]=[CH:8]2)[CH2:6][CH2:5][CH2:4][CH2:3][CH2:2]1.[ClH:22].O1CCOCC1. Product: [ClH:22].[CH:1]1([N:7]2[C:11]([CH2:12][S:13][C:14]3[N:19]=[C:18]([OH:20])[CH:17]=[C:16]([CH3:21])[N:15]=3)=[CH:10][N:9]=[CH:8]2)[CH2:6][CH2:5][CH2:4][CH2:3][CH2:2]1. The catalyst class is: 5.